From a dataset of Forward reaction prediction with 1.9M reactions from USPTO patents (1976-2016). Predict the product of the given reaction. Given the reactants C(N(CC)CC)C.C(O)=O.[C:11]([NH:14][CH:15]([C:21](=[O:37])[CH2:22][CH2:23][CH2:24][CH2:25][CH2:26][CH2:27][CH2:28][CH2:29][CH2:30][CH2:31][CH2:32][CH2:33][CH2:34][CH2:35][CH3:36])[C:16]([O:18][CH2:19][CH3:20])=[O:17])(=[O:13])[CH3:12], predict the reaction product. The product is: [C:11]([NH:14][C@H:15]([C@H:21]([OH:37])[CH2:22][CH2:23][CH2:24][CH2:25][CH2:26][CH2:27][CH2:28][CH2:29][CH2:30][CH2:31][CH2:32][CH2:33][CH2:34][CH2:35][CH3:36])[C:16]([O:18][CH2:19][CH3:20])=[O:17])(=[O:13])[CH3:12].